From a dataset of Full USPTO retrosynthesis dataset with 1.9M reactions from patents (1976-2016). Predict the reactants needed to synthesize the given product. (1) Given the product [OH:22][CH:19]1[CH2:20][CH2:21][N:16]([C:3]2([CH3:1])[CH2:8][CH2:7][N:6]([C:9]([O:11][C:12]([CH3:15])([CH3:14])[CH3:13])=[O:10])[CH2:5][CH2:4]2)[CH2:17][CH2:18]1, predict the reactants needed to synthesize it. The reactants are: [C:1]([C:3]1([N:16]2[CH2:21][CH2:20][CH:19]([OH:22])[CH2:18][CH2:17]2)[CH2:8][CH2:7][N:6]([C:9]([O:11][C:12]([CH3:15])([CH3:14])[CH3:13])=[O:10])[CH2:5][CH2:4]1)#N.C[Mg+].[Br-].C1(C)C=CC=CC=1.C1COCC1. (2) Given the product [F:38][B-:37]([F:41])([F:40])[F:39].[F:1][CH2:2][S+:3]([C:13]1[CH:14]=[CH:15][CH:16]=[CH:17][C:12]=1[CH:18]([CH3:20])[CH3:19])[C:5]1[CH:10]=[CH:9][C:8]([CH3:11])=[CH:7][CH:6]=1, predict the reactants needed to synthesize it. The reactants are: [F:1][CH2:2][S:3]([C:5]1[CH:10]=[CH:9][C:8]([CH3:11])=[CH:7][CH:6]=1)=O.[C:12]1([CH:18]([CH3:20])[CH3:19])[CH:17]=[CH:16][CH:15]=[CH:14][CH:13]=1.FC(F)(F)S(OS(C(F)(F)F)(=O)=O)(=O)=O.[H+].[B-:37]([F:41])([F:40])([F:39])[F:38]. (3) Given the product [Br:1][C:2]1[CH:3]=[CH:4][C:5]([O:19][CH2:20][C:21]2[O:22][C:23]([C:26]([F:28])([F:27])[F:29])=[CH:24][CH:25]=2)=[C:6]([CH:18]=1)[CH2:7][CH:8]1[CH2:11][NH:10][CH2:9]1, predict the reactants needed to synthesize it. The reactants are: [Br:1][C:2]1[CH:3]=[CH:4][C:5]([O:19][CH2:20][C:21]2[O:22][C:23]([C:26]([F:29])([F:28])[F:27])=[CH:24][CH:25]=2)=[C:6]([CH:18]=1)[CH2:7][CH:8]1[CH2:11][N:10](C(=O)C(F)(F)F)[CH2:9]1.C([O-])([O-])=O.[K+].[K+]. (4) Given the product [C:1]([C:3]1[CH:15]=[C:14]2[C:6]([C:7]3[C:8](=[O:27])[C:9]4[CH:21]=[CH:20][C:19]([O:22][CH2:23][C:24]([NH:32][CH2:31][CH2:30][C:29]#[N:28])=[O:26])=[CH:18][C:10]=4[C:11]([CH3:17])([CH3:16])[C:12]=3[NH:13]2)=[CH:5][CH:4]=1)#[N:2], predict the reactants needed to synthesize it. The reactants are: [C:1]([C:3]1[CH:15]=[C:14]2[C:6]([C:7]3[C:8](=[O:27])[C:9]4[CH:21]=[CH:20][C:19]([O:22][CH2:23][C:24]([OH:26])=O)=[CH:18][C:10]=4[C:11]([CH3:17])([CH3:16])[C:12]=3[NH:13]2)=[CH:5][CH:4]=1)#[N:2].[NH2:28][CH2:29][CH2:30][C:31]#[N:32].C1C=CC2N(O)N=NC=2C=1.C(Cl)CCl. (5) Given the product [F:11][C:7]1[CH:6]=[CH:5][C:4]([N+:1]([O-:3])=[O:2])=[CH:10][C:8]=1[N:9]1[CH:14]=[CH:18][CH:17]=[CH:16]1, predict the reactants needed to synthesize it. The reactants are: [N+:1]([C:4]1[CH:5]=[CH:6][C:7]([F:11])=[C:8]([CH:10]=1)[NH2:9])([O-:3])=[O:2].CO[CH:14]1[CH2:18][CH2:17][CH:16](OC)O1. (6) Given the product [F:1][C:2]1[CH:7]=[CH:6][C:5]([CH:8]([C:12]2[CH:17]=[CH:16][C:15]([S:18]([CH3:21])(=[O:20])=[O:19])=[CH:14][CH:13]=2)[CH2:9][CH2:10][NH2:11])=[CH:4][CH:3]=1, predict the reactants needed to synthesize it. The reactants are: [F:1][C:2]1[CH:7]=[CH:6][C:5](/[C:8](/[C:12]2[CH:17]=[CH:16][C:15]([S:18]([CH3:21])(=[O:20])=[O:19])=[CH:14][CH:13]=2)=[CH:9]\[C:10]#[N:11])=[CH:4][CH:3]=1.